This data is from Experimentally validated miRNA-target interactions with 360,000+ pairs, plus equal number of negative samples. The task is: Binary Classification. Given a miRNA mature sequence and a target amino acid sequence, predict their likelihood of interaction. (1) The miRNA is hsa-miR-6762-3p with sequence UGGCUGCUUCCCUUGGUCUCCAG. The protein sequence of the target gene is MKGGTSKFKTHTETLYKKKKWSSVSEKRPQKCPSQCLESKQPQVSVLGKRRRASQTPAQETLESEWPQKAKRKKRRREPQTPAQETLESEWPQKAKKKKRRGEPQTPTQESLESEQPPVSLLGKRRRESQTPAQENSESEQPRKAKRRRKKRKGSQQPTSSLLKTPETFLKAKKTTSAHKKKKNSVLEVDMETGIILVDKENMENLLETSRKDVDIVYVDMSKGQRSAKVRETGELPAAKPQEHGCRELLGDVRSRKKQKHLQKVAPWDVVQGSQPESISLPPSEPLSSEDLEGKSTEAA.... Result: 0 (no interaction). (2) The miRNA is hsa-miR-3617-3p with sequence CAUCAGCACCCUAUGUCCUUUCU. The protein sequence of the target gene is MSSKKNRKRLNQSAENGSSLPSAASSCAEARAPSAGSDFAATSGTLTVTNLLEKVDDKIPKTFQNSLIHLGLNTMKSANICIGRPVLLTSLNGKQEVYTAWPMAGFPGGKVGLSEMAQKNVGVRPGDAIQVQPLVGAVLQAEEMDVALSDKDMEINEEELTGCILRKLDGKIVLPGNFLYCTFYGRPYKLQVLRVKGADGMILGGPQSDSDTDAQRMAFEQSSMETSSLELSLQLSQLDLEDTQIPTSRSTPYKPIDDRITNKASDVLLDVTQSPGDGSGLMLEEVTGLKCNFESAREGN.... Result: 0 (no interaction).